Dataset: Peptide-MHC class II binding affinity with 134,281 pairs from IEDB. Task: Regression. Given a peptide amino acid sequence and an MHC pseudo amino acid sequence, predict their binding affinity value. This is MHC class II binding data. (1) The peptide sequence is YDKFLAEVSTVLTGK. The MHC is DRB1_1302 with pseudo-sequence DRB1_1302. The binding affinity (normalized) is 0.341. (2) The peptide sequence is ALSRVHSMFLGTGGS. The MHC is HLA-DPA10301-DPB10402 with pseudo-sequence HLA-DPA10301-DPB10402. The binding affinity (normalized) is 0.403. (3) The peptide sequence is YDKYLANVSTVLTGK. The MHC is DRB1_1101 with pseudo-sequence DRB1_1101. The binding affinity (normalized) is 0.688. (4) The peptide sequence is AKGEAGPTGARGPEG. The MHC is HLA-DQA10301-DQB10302 with pseudo-sequence HLA-DQA10301-DQB10302. The binding affinity (normalized) is 0.